This data is from Catalyst prediction with 721,799 reactions and 888 catalyst types from USPTO. The task is: Predict which catalyst facilitates the given reaction. (1) Reactant: Cl.C(OC(=O)[N:8]([CH2:12][C:13]1[CH:18]=[C:17]([CH2:19][O:20][C:21](=[O:24])[NH:22][CH3:23])[CH:16]=[CH:15][C:14]=1[Cl:25])[CH:9]1[CH2:11][CH2:10]1)(C)(C)C. Product: [Cl:25][C:14]1[CH:15]=[CH:16][C:17]([CH2:19][O:20][C:21](=[O:24])[NH:22][CH3:23])=[CH:18][C:13]=1[CH2:12][NH:8][CH:9]1[CH2:11][CH2:10]1. The catalyst class is: 2. (2) Reactant: C[O:2][C:3](=[O:20])[CH2:4][C:5]1[C:6]([CH3:19])=[N:7][N:8]([CH2:11][C:12]2[CH:17]=[CH:16][C:15]([NH2:18])=[CH:14][CH:13]=2)[C:9]=1[CH3:10].[Cl:21][C:22]1[CH:29]=[CH:28][C:25]([CH:26]=O)=[CH:24][CH:23]=1.C(O[BH-](OC(=O)C)OC(=O)C)(=O)C.[Na+]. Product: [Cl:21][C:22]1[CH:29]=[CH:28][C:25]([CH2:26][NH:18][C:15]2[CH:16]=[CH:17][C:12]([CH2:11][N:8]3[C:9]([CH3:10])=[C:5]([CH2:4][C:3]([OH:2])=[O:20])[C:6]([CH3:19])=[N:7]3)=[CH:13][CH:14]=2)=[CH:24][CH:23]=1. The catalyst class is: 7. (3) Reactant: [OH:1][CH2:2][C:3]([CH3:15])([CH3:14])[C:4]([O:6][CH2:7][C:8]1[CH:13]=[CH:12][CH:11]=[CH:10][CH:9]=1)=[O:5].[H-].[Na+].[N+:18]([C:21]1[CH:28]=[CH:27][CH:26]=[C:25]([N+]([O-])=O)[C:22]=1[C:23]#[N:24])([O-:20])=[O:19]. The catalyst class is: 1. Product: [C:23]([C:22]1[C:21]([N+:18]([O-:20])=[O:19])=[CH:28][CH:27]=[CH:26][C:25]=1[O:1][CH2:2][C:3]([CH3:15])([CH3:14])[C:4]([O:6][CH2:7][C:8]1[CH:13]=[CH:12][CH:11]=[CH:10][CH:9]=1)=[O:5])#[N:24]. (4) Reactant: [Cl:1][C:2]1[CH:10]=[C:9]([CH3:11])[C:5]([C:6]([OH:8])=O)=[CH:4][N:3]=1.CN(C(ON1N=NC2C=CC=NC1=2)=[N+](C)C)C.F[P-](F)(F)(F)(F)F.C(N(C(C)C)CC)(C)C.Cl.[CH:46]12[NH:53][CH:50]([CH2:51][CH2:52]1)[CH2:49][O:48][CH2:47]2.C(=O)([O-])O.[Na+]. Product: [Cl:1][C:2]1[N:3]=[CH:4][C:5]([C:6]([N:53]2[CH:46]3[CH2:52][CH2:51][CH:50]2[CH2:49][O:48][CH2:47]3)=[O:8])=[C:9]([CH3:11])[CH:10]=1. The catalyst class is: 80. (5) Reactant: [NH2:1][OH:2].[CH3:3][O:4][C:5]1[CH:12]=[CH:11][CH:10]=[CH:9][C:6]=1[C:7]#[N:8]. Product: [OH:2][N:1]=[C:7]([C:6]1[CH:9]=[CH:10][CH:11]=[CH:12][C:5]=1[O:4][CH3:3])[NH2:8]. The catalyst class is: 14. (6) Reactant: CN(C)[CH2:3][CH2:4]N(C)C.[Li]C(CC)C.[C:14]([C:18]1[CH:26]=C[C:21]([C:22]([OH:24])=[O:23])=[CH:20][CH:19]=1)([CH3:17])([CH3:16])[CH3:15].CI. Product: [C:14]([C:18]1[CH:19]=[CH:20][C:21]([C:22]([OH:24])=[O:23])=[C:3]([CH3:4])[CH:26]=1)([CH3:17])([CH3:15])[CH3:16]. The catalyst class is: 1. (7) Reactant: [NH2:1][C:2]1[N:3]=[C:4](Cl)[C:5]2[CH:10]=[CH:9][N:8]([CH2:11][CH2:12][N:13]([CH3:26])[CH2:14][CH2:15][N:16]([C:18]3[CH:23]=[CH:22][C:21]([F:24])=[CH:20][C:19]=3[F:25])[CH3:17])[C:6]=2[N:7]=1.[O:28]1[CH:32]=[CH:31][CH:30]=[C:29]1[C:33]([NH:35][NH2:36])=[O:34]. The catalyst class is: 37. Product: [NH2:1][C:2]1[N:3]=[C:4]([NH:36][NH:35][C:33]([C:29]2[O:28][CH:32]=[CH:31][CH:30]=2)=[O:34])[C:5]2[CH:10]=[CH:9][N:8]([CH2:11][CH2:12][N:13]([CH2:14][CH2:15][N:16]([C:18]3[CH:23]=[CH:22][C:21]([F:24])=[CH:20][C:19]=3[F:25])[CH3:17])[CH3:26])[C:6]=2[N:7]=1.